From a dataset of Full USPTO retrosynthesis dataset with 1.9M reactions from patents (1976-2016). Predict the reactants needed to synthesize the given product. (1) Given the product [F:15][C:14]([F:17])([F:16])[C:10]1[CH:9]=[C:8]([NH:7][C:5]([C:4]2[CH:3]=[C:2]([B:31]([OH:32])[OH:30])[CH:20]=[CH:19][CH:18]=2)=[O:6])[CH:13]=[CH:12][CH:11]=1, predict the reactants needed to synthesize it. The reactants are: I[C:2]1[CH:3]=[C:4]([CH:18]=[CH:19][CH:20]=1)[C:5]([NH:7][C:8]1[CH:13]=[CH:12][CH:11]=[C:10]([C:14]([F:17])([F:16])[F:15])[CH:9]=1)=[O:6].C[Mg]Cl.[Li]C(C)(C)C.C[O:30][B:31](OC)[O:32]C. (2) Given the product [Br:13][CH2:2][C:3]1[S:7][C:6]([C:8]([O:10][CH3:11])=[O:9])=[CH:5][CH:4]=1, predict the reactants needed to synthesize it. The reactants are: O[CH2:2][C:3]1[S:7][C:6]([C:8]([O:10][CH3:11])=[O:9])=[CH:5][CH:4]=1.P(Br)(Br)[Br:13].C(=O)(O)[O-].[Na+]. (3) Given the product [C:3]([O:7][C:8]([N:10]1[CH2:15][CH2:14][C:13]2[N:16]=[C:17]([NH:19][C:20]([NH:2][CH3:1])=[O:22])[S:18][C:12]=2[CH2:11]1)=[O:9])([CH3:4])([CH3:5])[CH3:6], predict the reactants needed to synthesize it. The reactants are: [CH3:1][NH2:2].[C:3]([O:7][C:8]([N:10]1[CH2:15][CH2:14][C:13]2[N:16]=[C:17]([NH:19][C:20]([O:22]C3C=CC=CC=3)=O)[S:18][C:12]=2[CH2:11]1)=[O:9])([CH3:6])([CH3:5])[CH3:4]. (4) Given the product [F:91][C:88]([F:89])([F:90])[C:85]1[CH:86]=[CH:87][C:82]([N:79]2[CH2:80][CH2:81][N:76]([CH2:75][CH2:74][CH2:73][C:72]([NH:71][CH:68]3[CH2:69][CH2:70][N:65]([C:54]4[CH:59]=[CH:58][C:57]([S:60][C:61]([F:64])([F:63])[F:62])=[CH:56][CH:55]=4)[CH2:66][CH2:67]3)=[O:92])[CH2:77][CH2:78]2)=[CH:83][CH:84]=1, predict the reactants needed to synthesize it. The reactants are: C1(P(C2C=CC=CC=2)C2C=CC3C(=CC=CC=3)C=2C2C3C(=CC=CC=3)C=CC=2P(C2C=CC=CC=2)C2C=CC=CC=2)C=CC=CC=1.CC(C)([O-])C.[Na+].Br[C:54]1[CH:59]=[CH:58][C:57]([S:60][C:61]([F:64])([F:63])[F:62])=[CH:56][CH:55]=1.[NH:65]1[CH2:70][CH2:69][CH:68]([NH:71][C:72](=[O:92])[CH2:73][CH2:74][CH2:75][N:76]2[CH2:81][CH2:80][N:79]([C:82]3[CH:87]=[CH:86][C:85]([C:88]([F:91])([F:90])[F:89])=[CH:84][CH:83]=3)[CH2:78][CH2:77]2)[CH2:67][CH2:66]1. (5) Given the product [CH3:1][O:2][C:3]1[CH:21]=[CH:20][C:6]([CH2:7][N:8]2[C:12]([C:13]([NH2:23])=[O:14])=[CH:11][C:10]([C:16]([F:19])([F:18])[F:17])=[N:9]2)=[CH:5][CH:4]=1, predict the reactants needed to synthesize it. The reactants are: [CH3:1][O:2][C:3]1[CH:21]=[CH:20][C:6]([CH2:7][N:8]2[C:12]([C:13](O)=[O:14])=[CH:11][C:10]([C:16]([F:19])([F:18])[F:17])=[N:9]2)=[CH:5][CH:4]=1.C[N:23](C=O)C.S(Cl)(Cl)=O.N. (6) Given the product [CH3:21][O:20][C@H:15]1[C@H:16]([O:18][CH3:19])[CH2:17][N:13]([C:11]([C:9]2[S:10][C:3]3[C:4](=[N:5][CH:6]=[CH:7][C:2]=3[O:32][C:28]3[CH:29]=[C:30]4[C:25](=[CH:26][CH:27]=3)[NH:24][C:23]([CH3:22])=[CH:31]4)[CH:8]=2)=[O:12])[CH2:14]1, predict the reactants needed to synthesize it. The reactants are: Cl[C:2]1[CH:7]=[CH:6][N:5]=[C:4]2[CH:8]=[C:9]([C:11]([N:13]3[CH2:17][C@@H:16]([O:18][CH3:19])[C@H:15]([O:20][CH3:21])[CH2:14]3)=[O:12])[S:10][C:3]=12.[CH3:22][C:23]1[NH:24][C:25]2[C:30]([CH:31]=1)=[CH:29][C:28]([OH:32])=[CH:27][CH:26]=2.